This data is from NCI-60 drug combinations with 297,098 pairs across 59 cell lines. The task is: Regression. Given two drug SMILES strings and cell line genomic features, predict the synergy score measuring deviation from expected non-interaction effect. (1) Drug 1: CN(CC1=CN=C2C(=N1)C(=NC(=N2)N)N)C3=CC=C(C=C3)C(=O)NC(CCC(=O)O)C(=O)O. Drug 2: CS(=O)(=O)OCCCCOS(=O)(=O)C. Cell line: SK-MEL-5. Synergy scores: CSS=53.5, Synergy_ZIP=-2.56, Synergy_Bliss=-1.27, Synergy_Loewe=-47.2, Synergy_HSA=0.289. (2) Drug 1: C1CN1P(=S)(N2CC2)N3CC3. Drug 2: C1CNP(=O)(OC1)N(CCCl)CCCl. Cell line: A549. Synergy scores: CSS=32.1, Synergy_ZIP=-8.49, Synergy_Bliss=-2.19, Synergy_Loewe=-43.5, Synergy_HSA=-3.28. (3) Drug 1: C1=C(C(=O)NC(=O)N1)N(CCCl)CCCl. Drug 2: CN(C)C1=NC(=NC(=N1)N(C)C)N(C)C. Cell line: LOX IMVI. Synergy scores: CSS=44.6, Synergy_ZIP=0.109, Synergy_Bliss=0.136, Synergy_Loewe=-14.1, Synergy_HSA=2.64. (4) Drug 1: C1=CC(=CC=C1CC(C(=O)O)N)N(CCCl)CCCl.Cl. Drug 2: C(=O)(N)NO. Cell line: HOP-92. Synergy scores: CSS=14.9, Synergy_ZIP=-4.73, Synergy_Bliss=-1.97, Synergy_Loewe=-9.97, Synergy_HSA=-1.35.